This data is from Peptide-MHC class II binding affinity with 134,281 pairs from IEDB. The task is: Regression. Given a peptide amino acid sequence and an MHC pseudo amino acid sequence, predict their binding affinity value. This is MHC class II binding data. (1) The peptide sequence is STHEMYYVSGARSNV. The MHC is HLA-DQA10601-DQB10402 with pseudo-sequence HLA-DQA10601-DQB10402. The binding affinity (normalized) is 0.281. (2) The peptide sequence is YDKFLANVSTVSTGK. The MHC is DRB1_0101 with pseudo-sequence DRB1_0101. The binding affinity (normalized) is 0.807. (3) The peptide sequence is RHTIENSTANVSLAA. The MHC is DRB1_1302 with pseudo-sequence DRB1_1302. The binding affinity (normalized) is 0.772. (4) The peptide sequence is PFSRIRDGLQYGWKT. The MHC is DRB1_1101 with pseudo-sequence DRB1_1101. The binding affinity (normalized) is 0.534. (5) The peptide sequence is RQHGSEEWEPLTKKG. The MHC is DRB1_0802 with pseudo-sequence DRB1_0802. The binding affinity (normalized) is 0.222. (6) The peptide sequence is TEEQKLIEKINAGFK. The MHC is HLA-DPA10103-DPB10301 with pseudo-sequence HLA-DPA10103-DPB10301. The binding affinity (normalized) is 0.199. (7) The peptide sequence is VVDLSKMRAVWVDGK. The MHC is HLA-DQA10102-DQB10602 with pseudo-sequence HLA-DQA10102-DQB10602. The binding affinity (normalized) is 0.524. (8) The peptide sequence is EWEFVNTPPLVKLWY. The MHC is HLA-DPA10301-DPB10402 with pseudo-sequence HLA-DPA10301-DPB10402. The binding affinity (normalized) is 0.820. (9) The peptide sequence is FVNQHLCGSHLVEAL. The MHC is HLA-DQA10101-DQB10501 with pseudo-sequence HLA-DQA10101-DQB10501. The binding affinity (normalized) is 0.342.